Dataset: Full USPTO retrosynthesis dataset with 1.9M reactions from patents (1976-2016). Task: Predict the reactants needed to synthesize the given product. (1) Given the product [C:11]([O:9][C:5]1[C:4]([I:10])=[CH:3][C:2]([Br:1])=[C:7]([Cl:8])[N:6]=1)(=[O:13])[CH3:12], predict the reactants needed to synthesize it. The reactants are: [Br:1][C:2]1[CH:3]=[C:4]([I:10])[C:5]([OH:9])=[N:6][C:7]=1[Cl:8].[C:11](OC(=O)C)(=[O:13])[CH3:12]. (2) Given the product [O:19]=[C:12]1[C:13]2[CH2:14][CH2:15][CH2:16][CH2:17][C:18]=2[C:9]([CH2:8][C:6]2[CH:24]=[CH:23][N:22]=[C:25]([C:26]([O:32][CH3:31])=[O:28])[CH:5]=2)=[N:10][NH:11]1, predict the reactants needed to synthesize it. The reactants are: BrC1C=[C:6]([CH2:8][C:9]2[C:18]3[CH2:17][CH2:16][CH2:15][CH2:14][C:13]=3[C:12](=[O:19])[NH:11][N:10]=2)[CH:5]=CN=1.C([N:22]([CH2:25][CH3:26])[CH2:23][CH3:24])C.[C]=[O:28].CN(C)[CH:31]=[O:32]. (3) Given the product [CH3:35][O:34][C:31]1[N:32]=[CH:33][C:28]([N:26]2[C:16]([C:13]3[CH:14]=[CH:15][N:11]([S:8]([C:5]4[CH:6]=[CH:7][C:2]([CH3:1])=[CH:3][CH:4]=4)(=[O:10])=[O:9])[N:12]=3)=[CH:17][C:18]([C:19]([O:21][CH2:22][CH3:23])=[O:20])=[N:27]2)=[CH:29][CH:30]=1, predict the reactants needed to synthesize it. The reactants are: [CH3:1][C:2]1[CH:7]=[CH:6][C:5]([S:8]([N:11]2[CH:15]=[CH:14][C:13]([C:16](=O)[CH2:17][C:18](=O)[C:19]([O:21][CH2:22][CH3:23])=[O:20])=[N:12]2)(=[O:10])=[O:9])=[CH:4][CH:3]=1.[NH:26]([C:28]1[CH:29]=[CH:30][C:31]([O:34][CH3:35])=[N:32][CH:33]=1)[NH2:27].C(OCC)(=O)C.C(=O)(O)[O-].[Na+]. (4) The reactants are: IC1C=C2C(=CC=1)NC(=O)C2=O.B(O)(O)C1C=CC2C(=CC=CC=2)C=1.[C:26]([O-:29])(O)=[O:27].[Na+].[CH:31]1[C:40]2[C:35](=[CH:36][CH:37]=[CH:38][CH:39]=2)[CH:34]=[C:33]([C:41]2[CH:42]=[C:43]3[C:47](=[CH:48][CH:49]=2)[NH:46]C(=O)C3=O)[CH:32]=1. Given the product [NH2:46][C:47]1[CH:48]=[CH:49][C:41]([C:33]2[CH:32]=[CH:31][C:40]3[C:35]([CH:34]=2)=[CH:36][CH:37]=[CH:38][CH:39]=3)=[CH:42][C:43]=1[C:26]([OH:29])=[O:27], predict the reactants needed to synthesize it. (5) Given the product [Cl:12][C:2]1[CH:7]=[CH:6][N:5]=[CH:4][C:3]=1[N+:8]([O-:10])=[O:9], predict the reactants needed to synthesize it. The reactants are: O[C:2]1[CH:7]=[CH:6][N:5]=[CH:4][C:3]=1[N+:8]([O-:10])=[O:9].P(Cl)(Cl)(Cl)(Cl)[Cl:12]. (6) Given the product [C:30]([O:34][C:35](=[O:56])[N:36]([C:48]1[CH:53]=[CH:52][C:51]([CH:54]([C:12]2[C:13]3[C:18]([CH:19]4[CH2:23][CH2:22][CH2:21][CH2:20]4)=[N:17][CH:16]=[N:15][C:14]=3[N:10]([S:7]([C:1]3[CH:6]=[CH:5][CH:4]=[CH:3][CH:2]=3)(=[O:9])=[O:8])[CH:11]=2)[OH:55])=[CH:50][N:49]=1)[CH2:37][C:38]1[CH:39]=[N:40][C:41]([C:44]([F:47])([F:45])[F:46])=[CH:42][CH:43]=1)([CH3:33])([CH3:31])[CH3:32], predict the reactants needed to synthesize it. The reactants are: [C:1]1([S:7]([N:10]2[C:14]3[N:15]=[CH:16][N:17]=[C:18]([CH:19]4[CH2:23][CH2:22][CH2:21][CH2:20]4)[C:13]=3[C:12](I)=[CH:11]2)(=[O:9])=[O:8])[CH:6]=[CH:5][CH:4]=[CH:3][CH:2]=1.C([Mg]Cl)(C)C.[C:30]([O:34][C:35](=[O:56])[N:36]([C:48]1[CH:53]=[CH:52][C:51]([CH:54]=[O:55])=[CH:50][N:49]=1)[CH2:37][C:38]1[CH:39]=[N:40][C:41]([C:44]([F:47])([F:46])[F:45])=[CH:42][CH:43]=1)([CH3:33])([CH3:32])[CH3:31].Cl.